Dataset: Forward reaction prediction with 1.9M reactions from USPTO patents (1976-2016). Task: Predict the product of the given reaction. (1) Given the reactants [CH:1]([C:3]1[O:4][C:5]2[CH:11]=[C:10]([C:12]([O:14][CH2:15][CH3:16])=[O:13])[CH:9]=[C:8]([O:17][C:18]3[CH:23]=[CH:22][C:21]([S:24]([CH3:27])(=[O:26])=[O:25])=[CH:20][CH:19]=3)[C:6]=2[CH:7]=1)=[O:2].[BH4-].[Na+], predict the reaction product. The product is: [OH:2][CH2:1][C:3]1[O:4][C:5]2[CH:11]=[C:10]([C:12]([O:14][CH2:15][CH3:16])=[O:13])[CH:9]=[C:8]([O:17][C:18]3[CH:23]=[CH:22][C:21]([S:24]([CH3:27])(=[O:26])=[O:25])=[CH:20][CH:19]=3)[C:6]=2[CH:7]=1. (2) Given the reactants C([O:3][P:4]([CH:7]([C:21]1[C:22]2[CH:29]=[C:28]([Cl:30])[CH:27]=[CH:26][C:23]=2[S:24][CH:25]=1)[C:8](=[O:20])[NH:9][CH:10]=[CH:11][C:12]1[CH:17]=[CH:16][C:15]([F:18])=[C:14]([F:19])[CH:13]=1)([CH3:6])=[O:5])C.N1C=CC=CC=1.Br[Si](C)(C)C.S(=O)(=O)(O)O, predict the reaction product. The product is: [Cl:30][C:28]1[CH:27]=[CH:26][C:23]2[S:24][CH:25]=[C:21]([CH:7]([P:4]([CH3:6])(=[O:3])[OH:5])[C:8](=[O:20])[NH:9][CH:10]=[CH:11][C:12]3[CH:17]=[CH:16][C:15]([F:18])=[C:14]([F:19])[CH:13]=3)[C:22]=2[CH:29]=1.